This data is from Reaction yield outcomes from USPTO patents with 853,638 reactions. The task is: Predict the reaction yield, written as a fraction of the theoretical maximum amount of product (1.0 means a 100% yield; for example, 0.34 means a 34% yield). (1) The reactants are [NH2:1][CH2:2][C:3]1[CH:15]=[C:14]2[C:6]([C:7]3[C:8]([C:19]4[CH:24]=[CH:23][CH:22]=[C:21]([N:25]5[CH2:33][C:32]6[C:27](=[CH:28][CH:29]=[CH:30][CH:31]=6)[C:26]5=[O:34])[C:20]=4[CH3:35])=[CH:9][CH:10]=[C:11]([C:16]([NH2:18])=[O:17])[C:12]=3[NH:13]2)=[CH:5][CH:4]=1.[C:36](O)(=[O:39])[CH2:37][OH:38].C1C=NC2N(O)N=NC=2C=1.C(Cl)CCl.CCN(C(C)C)C(C)C.C([O-])(O)=O.[Na+]. The catalyst is C(#N)C.C1COCC1. The product is [OH:39][CH2:36][C:37]([NH:1][CH2:2][C:3]1[CH:15]=[C:14]2[C:6]([C:7]3[C:8]([C:19]4[CH:24]=[CH:23][CH:22]=[C:21]([N:25]5[CH2:33][C:32]6[C:27](=[CH:28][CH:29]=[CH:30][CH:31]=6)[C:26]5=[O:34])[C:20]=4[CH3:35])=[CH:9][CH:10]=[C:11]([C:16]([NH2:18])=[O:17])[C:12]=3[NH:13]2)=[CH:5][CH:4]=1)=[O:38]. The yield is 0.590. (2) The reactants are I[C:2]1[N:3]=[CH:4][N:5](S(N(C)C)(=O)=O)[CH:6]=1.C([Mg]Br)C.[CH3:17][O:18][C:19]1[C:26]([N+:27]([O-:29])=[O:28])=[CH:25][C:22]([CH:23]=[O:24])=[CH:21][CH:20]=1. The catalyst is ClCCl. The product is [CH2:19]([OH:18])[CH3:20].[NH3:3].[NH:5]1[CH:6]=[C:2]([CH:23]([C:22]2[CH:21]=[CH:20][C:19]([O:18][CH3:17])=[C:26]([N+:27]([O-:29])=[O:28])[CH:25]=2)[OH:24])[N:3]=[CH:4]1. The yield is 0.200. (3) The reactants are [CH2:1]([C@H:9]1[CH2:14][CH2:13][CH2:12][NH:11][CH2:10]1)[CH2:2][C:3]1[CH:8]=[CH:7][CH:6]=[CH:5][CH:4]=1.Br[CH2:16][C:17]([C:19]1[CH:24]=[CH:23][C:22]([Cl:25])=[CH:21][CH:20]=1)=[O:18].C([O-])([O-])=O.[K+].[K+]. The catalyst is CC#N. The product is [Cl:25][C:22]1[CH:23]=[CH:24][C:19]([C:17](=[O:18])[CH2:16][N:11]2[CH2:12][CH2:13][CH2:14][C@H:9]([CH2:1][CH2:2][C:3]3[CH:8]=[CH:7][CH:6]=[CH:5][CH:4]=3)[CH2:10]2)=[CH:20][CH:21]=1. The yield is 0.380. (4) The reactants are C([O:3][C:4](=[O:48])[CH2:5][CH2:6][CH2:7][O:8][C:9]1[CH:14]=[CH:13][CH:12]=[C:11]([CH2:15][CH2:16][CH2:17][CH2:18][CH2:19][CH2:20][O:21][C:22]2[CH:23]=[C:24]([C:33]3[CH:38]=[CH:37][C:36]([F:39])=[C:35]([F:40])[CH:34]=3)[CH:25]=[C:26]([S:28]([CH2:31][CH3:32])(=[O:30])=[O:29])[CH:27]=2)[C:10]=1[CH2:41][CH2:42][C:43]([O:45]CC)=[O:44])C.[OH-].[Na+]. No catalyst specified. The product is [C:43]([CH2:42][CH2:41][C:10]1[C:11]([CH2:15][CH2:16][CH2:17][CH2:18][CH2:19][CH2:20][O:21][C:22]2[CH:23]=[C:24]([C:33]3[CH:38]=[CH:37][C:36]([F:39])=[C:35]([F:40])[CH:34]=3)[CH:25]=[C:26]([S:28]([CH2:31][CH3:32])(=[O:29])=[O:30])[CH:27]=2)=[CH:12][CH:13]=[CH:14][C:9]=1[O:8][CH2:7][CH2:6][CH2:5][C:4]([OH:48])=[O:3])([OH:45])=[O:44]. The yield is 0.820. (5) The reactants are [OH:1][B:2]1[C:6]2[CH:7]=[CH:8][CH:9]=[CH:10][C:5]=2[CH:4]([C:11]#[N:12])[O:3]1.[CH3:13][C:14]([O:17][C:18](O[C:18]([O:17][C:14]([CH3:16])([CH3:15])[CH3:13])=[O:19])=[O:19])([CH3:16])[CH3:15].[BH4-].[Na+]. The catalyst is CO.Cl[Ni]Cl. The product is [OH:1][B:2]1[C:6]2[CH:7]=[CH:8][CH:9]=[CH:10][C:5]=2[CH:4]([CH2:11][NH:12][C:18](=[O:19])[O:17][C:14]([CH3:16])([CH3:15])[CH3:13])[O:3]1. The yield is 0.260. (6) The reactants are Br[C:2]1[C:7]([F:8])=[CH:6][C:5]([CH:9]([CH3:14])[C:10]([O:12][CH3:13])=[O:11])=[C:4]([F:15])[CH:3]=1.[CH3:16][Zn]C.CO. The catalyst is O1CCOCC1.C(OCC)C.C1C=CC(P(C2C=CC=CC=2)C2C=CC=CC=2)=CC=1.C1C=CC(P(C2C=CC=CC=2)C2C=CC=CC=2)=CC=1.Br[Pd]Br. The product is [F:15][C:4]1[CH:3]=[C:2]([CH3:16])[C:7]([F:8])=[CH:6][C:5]=1[CH:9]([CH3:14])[C:10]([O:12][CH3:13])=[O:11]. The yield is 0.830. (7) The reactants are CC(C)([O-])C.[K+].[F:7][C:8]([F:23])([F:22])[C:9]1[CH:10]=[C:11]([C:16]#[C:17][Si](C)(C)C)[C:12]([NH2:15])=[N:13][CH:14]=1. The catalyst is CN1C(=O)CCC1.[Cl-].[Na+].O.C(OCC)(=O)C. The product is [F:7][C:8]([F:23])([F:22])[C:9]1[CH:10]=[C:11]2[CH:16]=[CH:17][NH:15][C:12]2=[N:13][CH:14]=1. The yield is 0.590.